From a dataset of Catalyst prediction with 721,799 reactions and 888 catalyst types from USPTO. Predict which catalyst facilitates the given reaction. Reactant: [H-].[Na+].[C:3]1(=[O:11])[CH2:10]CCCCCC1.[C:12](=[O:19])([O:16][CH2:17][CH3:18])[O:13][CH2:14][CH3:15].[C:20](O)(=O)[CH3:21]. Product: [C:12]([O:11][CH2:3][CH3:10])([O:19][CH2:20][CH3:21])([O:16][CH2:17][CH3:18])[O:13][CH2:14][CH3:15]. The catalyst class is: 93.